The task is: Predict the product of the given reaction.. This data is from Forward reaction prediction with 1.9M reactions from USPTO patents (1976-2016). Given the reactants [CH3:1][O:2][CH2:3][CH2:4][O:5][CH2:6][O:7][C:8](=[O:34])[C:9]1[CH:14]=[C:13]([O:15][C:16]2[C:21]([CH3:22])=[CH:20][C:19]([N+:23]([O-])=O)=[CH:18][C:17]=2[CH3:26])[CH:12]=[CH:11][C:10]=1[O:27][CH2:28][O:29][CH2:30][CH2:31][O:32][CH3:33], predict the reaction product. The product is: [CH3:1][O:2][CH2:3][CH2:4][O:5][CH2:6][O:7][C:8](=[O:34])[C:9]1[CH:14]=[C:13]([O:15][C:16]2[C:17]([CH3:26])=[CH:18][C:19]([NH2:23])=[CH:20][C:21]=2[CH3:22])[CH:12]=[CH:11][C:10]=1[O:27][CH2:28][O:29][CH2:30][CH2:31][O:32][CH3:33].